This data is from Reaction yield outcomes from USPTO patents with 853,638 reactions. The task is: Predict the reaction yield, written as a fraction of the theoretical maximum amount of product (1.0 means a 100% yield; for example, 0.34 means a 34% yield). (1) The product is [F:1][C:2]1[CH:7]=[CH:6][N:5]=[C:4]([O:8][CH2:9][C:10]2[CH:15]=[CH:14][C:13]([CH2:16][C:17]3[CH:22]=[C:21]([C:23]4[C:24]([NH2:30])=[N:25][C:26]([NH2:29])=[CH:27][CH:28]=4)[O:19][N:18]=3)=[CH:12][CH:11]=2)[CH:3]=1. The catalyst is O1CCCC1. The reactants are [F:1][C:2]1[CH:7]=[CH:6][N:5]=[C:4]([O:8][CH2:9][C:10]2[CH:15]=[CH:14][C:13]([CH2:16][C:17](Cl)=[N:18][OH:19])=[CH:12][CH:11]=2)[CH:3]=1.[C:21]([C:23]1[C:24]([NH2:30])=[N:25][C:26]([NH2:29])=[CH:27][CH:28]=1)#[CH:22].C(N(CC)CC)C. The yield is 0.430. (2) The reactants are [F:1][C:2]1([F:11])[CH2:5][CH:4]([C:6]([N:8]([CH3:10])[CH3:9])=O)[CH2:3]1.[H-].[Al+3].[Li+].[H-].[H-].[H-]. The catalyst is C1COCC1. The product is [F:1][C:2]1([F:11])[CH2:5][CH:4]([CH2:6][N:8]([CH3:10])[CH3:9])[CH2:3]1. The yield is 0.547.